This data is from Full USPTO retrosynthesis dataset with 1.9M reactions from patents (1976-2016). The task is: Predict the reactants needed to synthesize the given product. (1) Given the product [CH3:27][C:28]1[CH:32]=[C:31]([CH3:33])[N:30]([CH2:34][C:35]([NH:1][C:2]2[CH:7]=[C:6]([C:8]([C:10]3[C:18]4[CH:17]=[N:16][CH:15]=[N:14][C:13]=4[N:12]([CH2:19][O:20][CH2:21][CH2:22][Si:23]([CH3:26])([CH3:25])[CH3:24])[CH:11]=3)=[O:9])[CH:5]=[CH:4][N:3]=2)=[O:36])[N:29]=1, predict the reactants needed to synthesize it. The reactants are: [NH2:1][C:2]1[CH:7]=[C:6]([C:8]([C:10]2[C:18]3[CH:17]=[N:16][CH:15]=[N:14][C:13]=3[N:12]([CH2:19][O:20][CH2:21][CH2:22][Si:23]([CH3:26])([CH3:25])[CH3:24])[CH:11]=2)=[O:9])[CH:5]=[CH:4][N:3]=1.[CH3:27][C:28]1[CH:32]=[C:31]([CH3:33])[N:30]([CH2:34][C:35](O)=[O:36])[N:29]=1. (2) Given the product [Cl:1][C:2]1[CH:7]=[CH:6][C:5]([N:8]2[C:12]([C:13]3[CH:14]=[CH:15][C:16]([O:19][S:20]([CH2:23][CH2:24][C:25]([F:28])([F:27])[F:26])(=[O:22])=[O:21])=[CH:17][CH:18]=3)=[C:11]([CH3:29])[C:10]([C:30]([OH:32])=[O:31])=[N:9]2)=[C:4]([CH3:38])[CH:3]=1, predict the reactants needed to synthesize it. The reactants are: [Cl:1][C:2]1[CH:7]=[CH:6][C:5]([N:8]2[C:12]([C:13]3[CH:18]=[CH:17][C:16]([O:19][S:20]([CH2:23][CH2:24][C:25]([F:28])([F:27])[F:26])(=[O:22])=[O:21])=[CH:15][CH:14]=3)=[C:11]([CH3:29])[C:10]([C:30]([O:32]CC(Cl)(Cl)Cl)=[O:31])=[N:9]2)=[C:4]([CH3:38])[CH:3]=1.C(Cl)Cl. (3) Given the product [N:31]1([CH:37]2[CH2:42][CH2:41][N:40]([CH2:43][CH2:44][CH2:45][NH:46][C:22](=[O:24])[C:21]3[CH:20]=[CH:19][C:18]([S:15](=[O:17])(=[O:16])[NH:14][C:9]4[CH:10]=[CH:11][CH:12]=[CH:13][C:8]=4[O:7][C:6]4[CH:27]=[CH:28][C:3]([C:2]([F:1])([F:29])[F:30])=[CH:4][CH:5]=4)=[CH:26][CH:25]=3)[CH2:39][CH2:38]2)[CH2:36][CH2:35][CH2:34][CH2:33][CH2:32]1, predict the reactants needed to synthesize it. The reactants are: [F:1][C:2]([F:30])([F:29])[C:3]1[CH:28]=[CH:27][C:6]([O:7][C:8]2[CH:13]=[CH:12][CH:11]=[CH:10][C:9]=2[NH:14][S:15]([C:18]2[CH:26]=[CH:25][C:21]([C:22]([OH:24])=O)=[CH:20][CH:19]=2)(=[O:17])=[O:16])=[CH:5][CH:4]=1.[N:31]1([CH:37]2[CH2:42][CH2:41][N:40]([CH2:43][CH2:44][CH2:45][NH:46]C(=O)C3C=CC(S(=O)(=O)NC4C=CC=CC=4OC4C=CC(Cl)=CC=4Cl)=CC=3)[CH2:39][CH2:38]2)[CH2:36][CH2:35][CH2:34][CH2:33][CH2:32]1. (4) Given the product [C:8]([CH2:21][CH2:22][CH2:24][CH2:25][CH2:26][CH2:27][CH2:28][CH2:29][CH2:30][CH2:31][CH2:32][OH:33])([C:11]([C:14]([C:17]([F:18])([F:19])[F:20])([F:16])[F:15])([F:13])[F:12])([F:10])[F:9], predict the reactants needed to synthesize it. The reactants are: C(O)C.C(O)(=O)C.[C:8]([CH2:21][CH:22]([CH2:24][CH2:25][CH2:26][CH2:27][CH2:28][CH2:29][CH2:30][CH2:31][CH2:32][OH:33])I)([C:11]([C:14]([C:17]([F:20])([F:19])[F:18])([F:16])[F:15])([F:13])[F:12])([F:10])[F:9]. (5) Given the product [C:2]([CH2:4][NH:5][C:6]([C@@H:8]1[CH2:12][C@@H:11]([S:13]([C:16]2[CH:21]=[CH:20][CH:19]=[CH:18][C:17]=2[C:22]([F:25])([F:23])[F:24])(=[O:15])=[O:14])[CH2:10][N:9]1[C:26]([C:27]1[CH:32]=[CH:31][N:30]=[CH:29][CH:28]=1)=[O:33])=[O:7])#[N:3], predict the reactants needed to synthesize it. The reactants are: Cl.[C:2]([CH2:4][NH:5][C:6]([C@@H:8]1[CH2:12][C@@H:11]([S:13]([C:16]2[CH:21]=[CH:20][CH:19]=[CH:18][C:17]=2[C:22]([F:25])([F:24])[F:23])(=[O:15])=[O:14])[CH2:10][NH:9]1)=[O:7])#[N:3].[C:26](O)(=[O:33])[C:27]1[CH:32]=[CH:31][N:30]=[CH:29][CH:28]=1. (6) Given the product [NH2:1][C@@H:2]([C:9]([N:19]1[CH2:26][CH2:25][CH2:24][C@H:20]1[C:21]([OH:23])=[O:22])=[O:11])[CH:3]1[CH2:4][CH2:5][CH2:6][CH2:7][CH2:8]1.[C:27]([C:29]1[CH:36]=[CH:35][C:32]([CH2:33][NH-:34])=[CH:31][CH:30]=1)#[N:28].[ClH:37], predict the reactants needed to synthesize it. The reactants are: [NH:1](C(OC(C)(C)C)=O)[C@@H:2]([C:9]([OH:11])=O)[CH:3]1[CH2:8][CH2:7][CH2:6][CH2:5][CH2:4]1.[NH:19]1[CH2:26][CH2:25][CH2:24][C@H:20]1[C:21]([OH:23])=[O:22].[C:27]([C:29]1[CH:36]=[CH:35][C:32]([CH2:33][NH-:34])=[CH:31][CH:30]=1)#[N:28].[ClH:37]. (7) The reactants are: [N:1]1[CH:6]=[CH:5][C:4]([C:7]2[C:8]([C:15]3[CH:20]=[CH:19][C:18]([C:21]#[C:22][C:23]4[CH:32]=[CH:31][C:30]5[C:25](=[CH:26][CH:27]=[CH:28][CH:29]=5)[N:24]=4)=[CH:17][CH:16]=3)=[N:9][N:10]([CH2:12][CH2:13]O)[CH:11]=2)=[CH:3][CH:2]=1.[CH3:33][NH2:34].O. Given the product [CH3:33][NH:34][CH2:13][CH2:12][N:10]1[CH:11]=[C:7]([C:4]2[CH:5]=[CH:6][N:1]=[CH:2][CH:3]=2)[C:8]([C:15]2[CH:20]=[CH:19][C:18]([C:21]#[C:22][C:23]3[CH:32]=[CH:31][C:30]4[C:25](=[CH:26][CH:27]=[CH:28][CH:29]=4)[N:24]=3)=[CH:17][CH:16]=2)=[N:9]1, predict the reactants needed to synthesize it.